From a dataset of Catalyst prediction with 721,799 reactions and 888 catalyst types from USPTO. Predict which catalyst facilitates the given reaction. Reactant: Br[C:2]1[CH:7]=[CH:6][CH:5]=[CH:4][N:3]=1.C([Li])CCC.[CH3:13][C:14]1[CH:41]=[CH:40][CH:39]=[CH:38][C:15]=1[CH2:16][N:17]([CH2:30][C:31]1[CH:36]=[CH:35][CH:34]=[CH:33][C:32]=1[CH3:37])[C@@H:18]([CH2:21][C:22]1[CH:27]=[C:26]([F:28])[CH:25]=[C:24]([F:29])[CH:23]=1)[CH:19]=[O:20]. Product: [CH3:13][C:14]1[CH:41]=[CH:40][CH:39]=[CH:38][C:15]=1[CH2:16][N:17]([CH2:30][C:31]1[CH:36]=[CH:35][CH:34]=[CH:33][C:32]=1[CH3:37])[C@@H:18]([CH2:21][C:22]1[CH:23]=[C:24]([F:29])[CH:25]=[C:26]([F:28])[CH:27]=1)[C@@H:19]([C:2]1[CH:7]=[CH:6][CH:5]=[CH:4][N:3]=1)[OH:20]. The catalyst class is: 1.